From a dataset of Catalyst prediction with 721,799 reactions and 888 catalyst types from USPTO. Predict which catalyst facilitates the given reaction. (1) Reactant: [Cl:1][C:2]1[C:7]([O:8][CH3:9])=[CH:6][CH:5]=[C:4]([Cl:10])[C:3]=1[CH2:11]O.P(Br)(Br)[Br:14]. Product: [Br:14][CH2:11][C:3]1[C:2]([Cl:1])=[C:7]([O:8][CH3:9])[CH:6]=[CH:5][C:4]=1[Cl:10]. The catalyst class is: 2. (2) Reactant: [NH2:1][C:2]1[CH:3]=[CH:4][CH:5]=[C:6]2[C:11]=1[N:10]=[CH:9][CH:8]=[CH:7]2.[C:12]([O:16][C:17]([N:19]1[CH2:26][CH2:25][CH2:24][C@H:20]1[C:21](O)=[O:22])=[O:18])([CH3:15])([CH3:14])[CH3:13].Cl.CN(C)CCCN=C=NCC. Product: [C:12]([O:16][C:17]([N:19]1[CH2:26][CH2:25][CH2:24][C@H:20]1[C:21](=[O:22])[NH:1][C:2]1[CH:3]=[CH:4][CH:5]=[C:6]2[C:11]=1[N:10]=[CH:9][CH:8]=[CH:7]2)=[O:18])([CH3:15])([CH3:14])[CH3:13]. The catalyst class is: 112.